This data is from Forward reaction prediction with 1.9M reactions from USPTO patents (1976-2016). The task is: Predict the product of the given reaction. (1) Given the reactants C(O)(C(F)(F)F)=O.C(OC(=O)[NH:14][CH2:15][CH2:16][C:17]1[O:21][N:20]=[C:19]([CH2:22][CH2:23][CH3:24])[N:18]=1)(C)(C)C, predict the reaction product. The product is: [CH2:22]([C:19]1[N:18]=[C:17]([CH2:16][CH2:15][NH2:14])[O:21][N:20]=1)[CH2:23][CH3:24]. (2) Given the reactants [NH2:1][C:2]1[N:6](C(OC(C)(C)C)=O)[N:5]=[C:4]([C:14]([CH3:17])([CH3:16])[CH3:15])[CH:3]=1.[Cl:18][C:19]1[CH:20]=[C:21]([N:26]=[C:27]=[O:28])[CH:22]=[CH:23][C:24]=1[Cl:25], predict the reaction product. The product is: [C:14]([C:4]1[CH:3]=[C:2]([NH:1][C:27]([NH:26][C:21]2[CH:22]=[CH:23][C:24]([Cl:25])=[C:19]([Cl:18])[CH:20]=2)=[O:28])[NH:6][N:5]=1)([CH3:15])([CH3:16])[CH3:17]. (3) The product is: [Cl:1][C:2]1[CH:7]=[CH:6][CH:5]=[CH:4][C:3]=1[C:8]1[C:9]([CH2:27][C:28]([NH:29][C:30]([NH:31][CH2:35][CH2:34][CH2:33][OH:42])=[NH:36])=[O:37])=[C:10]([C:13]2[CH:14]=[CH:15][C:16]([C:17]([NH:19][CH:20]([CH2:21][CH3:22])[CH2:23][CH3:24])=[O:18])=[CH:25][CH:26]=2)[S:11][CH:12]=1. Given the reactants [Cl:1][C:2]1[CH:7]=[CH:6][CH:5]=[CH:4][C:3]=1[C:8]1[C:9]([CH2:27][C:28](=[O:37])[NH:29][C:30](=[NH:36])[N:31]2[CH:35]=[CH:34][CH:33]=N2)=[C:10]([C:13]2[CH:26]=[CH:25][C:16]([C:17]([NH:19][CH:20]([CH2:23][CH3:24])[CH2:21][CH3:22])=[O:18])=[CH:15][CH:14]=2)[S:11][CH:12]=1.NCCC[OH:42].C(N(C(C)C)CC)(C)C, predict the reaction product. (4) Given the reactants [CH:1]1([C:4]2[CH:9]=[C:8]([F:10])[C:7]([N+:11]([O-:13])=[O:12])=[CH:6][C:5]=2[NH:14][C:15](=O)[CH:16]([CH3:18])[CH3:17])[CH2:3][CH2:2]1.FC(F)(F)S(OS(C(F)(F)F)(=O)=O)(=O)=O.C[Si]([N:39]=[N+:40]=[N-:41])(C)C, predict the reaction product. The product is: [CH:1]1([C:4]2[CH:9]=[C:8]([F:10])[C:7]([N+:11]([O-:13])=[O:12])=[CH:6][C:5]=2[N:14]2[C:15]([CH:16]([CH3:18])[CH3:17])=[N:41][N:40]=[N:39]2)[CH2:3][CH2:2]1. (5) Given the reactants [CH2:1]([N:8]1[C@H:12]2[CH2:13][CH2:14][C@@:15]3([CH:19]=[CH:18][CH2:17][O:16]3)[C@:9]1([C:29]1[CH:34]=[CH:33][CH:32]=[CH:31][CH:30]=1)[CH2:10][C@H:11]2[S:20]([C:23]1[CH:28]=[CH:27][CH:26]=[CH:25][CH:24]=1)(=[O:22])=[O:21])[C:2]1[CH:7]=[CH:6][CH:5]=[CH:4][CH:3]=1.I[C:36]1[C:44]2[O:43][CH:42]([CH3:45])[CH2:41][C:40]=2[CH:39]=[C:38]([O:46][C:47]([F:50])([F:49])[F:48])[CH:37]=1.[Cl-].[Li+].C([O-])=O.[K+], predict the reaction product. The product is: [CH2:1]([N:8]1[C@@H:12]2[CH2:13][CH2:14][C@@:15]3([CH2:19][C@@H:18]([C:36]4[C:44]5[O:43][CH:42]([CH3:45])[CH2:41][C:40]=5[CH:39]=[C:38]([O:46][C:47]([F:49])([F:48])[F:50])[CH:37]=4)[CH2:17][O:16]3)[C@:9]1([C:29]1[CH:34]=[CH:33][CH:32]=[CH:31][CH:30]=1)[CH2:10][CH:11]2[S:20]([C:23]1[CH:24]=[CH:25][CH:26]=[CH:27][CH:28]=1)(=[O:21])=[O:22])[C:2]1[CH:3]=[CH:4][CH:5]=[CH:6][CH:7]=1. (6) Given the reactants [Cl:1][C:2]1[CH:3]=[C:4]([C:9]2[CH:14]=[CH:13][C:12]([CH2:15][C@@H:16]([NH:23][C:24]([C:26]3[CH:27]=[C:28]([C:35]4[CH:40]=[C:39]([C:41]([F:44])([F:43])[F:42])[CH:38]=[C:37]([C:45]([F:48])([F:47])[F:46])[CH:36]=4)[CH:29]=[CH:30][C:31]=3[O:32]CC)=[O:25])[C:17]3[O:21][N:20]=[C:19]([CH3:22])[N:18]=3)=[CH:11][CH:10]=2)[CH:5]=[CH:6][C:7]=1[F:8].B(Br)(Br)Br, predict the reaction product. The product is: [Cl:1][C:2]1[CH:3]=[C:4]([C:9]2[CH:10]=[CH:11][C:12]([CH2:15][C@@H:16]([NH:23][C:24]([C:26]3[CH:27]=[C:28]([C:35]4[CH:36]=[C:37]([C:45]([F:46])([F:47])[F:48])[CH:38]=[C:39]([C:41]([F:43])([F:44])[F:42])[CH:40]=4)[CH:29]=[CH:30][C:31]=3[OH:32])=[O:25])[C:17]3[O:21][N:20]=[C:19]([CH3:22])[N:18]=3)=[CH:13][CH:14]=2)[CH:5]=[CH:6][C:7]=1[F:8]. (7) Given the reactants [CH2:1]([O:3][C:4](=[O:7])[C:5]#[CH:6])[CH3:2].C([Li])CCC.[CH3:13][C:14]([CH3:16])=[O:15], predict the reaction product. The product is: [CH2:1]([O:3][C:4](=[O:7])[C:5]#[C:6][C:14]([OH:15])([CH3:16])[CH3:13])[CH3:2].